Dataset: Catalyst prediction with 721,799 reactions and 888 catalyst types from USPTO. Task: Predict which catalyst facilitates the given reaction. (1) Reactant: [F:1][C:2]1([CH2:11][CH2:12][CH:13]2[C:21]3[C:16](=[CH:17][CH:18]=[CH:19][C:20]=3[F:22])[C:15]3=[CH:23][N:24]=[CH:25][N:14]23)[CH2:7][CH2:6][CH:5]([C:8]([OH:10])=O)[CH2:4][CH2:3]1.[NH:26]([CH3:28])[CH3:27].Cl.CC#N. Product: [F:1][C:2]1([CH2:11][CH2:12][CH:13]2[C:21]3[C:16](=[CH:17][CH:18]=[CH:19][C:20]=3[F:22])[C:15]3=[CH:23][N:24]=[CH:25][N:14]23)[CH2:7][CH2:6][CH:5]([C:8]([N:26]([CH3:28])[CH3:27])=[O:10])[CH2:4][CH2:3]1. The catalyst class is: 6. (2) Reactant: [NH:1]1[CH:5]=[C:4]([C:6]([O:8][CH3:9])=[O:7])[N:3]=[CH:2]1.[CH3:10][C:11]([CH3:14])([O-:13])C.[Na+].Br[CH2:17][C:18]1[CH:23]=[CH:22][C:21]([C:24]2[S:25][C:26]3[C:31]([N:32]=2)=[CH:30][CH:29]=[C:28]([C:33]2([C:36]4[CH:41]=[CH:40][CH:39]=[CH:38][CH:37]=4)[CH2:35][CH2:34]2)[N:27]=3)=[C:20]([F:42])[CH:19]=1. Product: [F:42][C:20]1[CH:19]=[C:18]([CH:23]=[CH:22][C:21]=1[C:24]1[S:25][C:26]2[C:31]([N:32]=1)=[CH:30][CH:29]=[C:28]([C:33]1([C:36]3[CH:41]=[CH:40][CH:39]=[CH:38][CH:37]=3)[CH2:35][CH2:34]1)[N:27]=2)[CH2:17][N:1]1[CH:5]=[C:4]([C:6]([O:8][CH2:9][CH3:10])=[O:7])[N:3]=[CH:2]1.[F:42][C:20]1[CH:19]=[C:18]([CH:23]=[CH:22][C:21]=1[C:24]1[S:25][C:26]2[C:31]([N:32]=1)=[CH:30][CH:29]=[C:28]([C:33]1([C:36]3[CH:37]=[CH:38][CH:39]=[CH:40][CH:41]=3)[CH2:35][CH2:34]1)[N:27]=2)[CH2:17][N:3]1[C:4]([C:6]([O:13][CH2:11][CH3:14])=[O:7])=[CH:5][N:1]=[CH:2]1. The catalyst class is: 8. (3) Reactant: Cl[CH2:2][CH2:3][O:4][C:5]1[C:17]2[C:16]3[C:11]4=[C:12]([O:18][CH2:19][CH:20]([C:21]5[CH:26]=[CH:25][CH:24]=[CH:23][CH:22]=5)[N:10]4[C:9]=2[CH:8]=[CH:7][CH:6]=1)[CH:13]=[CH:14][CH:15]=3.[I-].[Na+].C(=O)([O-])[O-].[K+].[K+].[NH:35]1[CH2:40][CH2:39][CH2:38][CH2:37][CH2:36]1. Product: [N:35]1([CH2:2][CH2:3][O:4][C:5]2[CH:6]=[CH:7][CH:8]=[C:9]3[C:17]=2[C:16]2[C:11]4=[C:12]([O:18][CH2:19][CH:20]([C:21]5[CH:26]=[CH:25][CH:24]=[CH:23][CH:22]=5)[N:10]34)[CH:13]=[CH:14][CH:15]=2)[CH2:40][CH2:39][CH2:38][CH2:37][CH2:36]1. The catalyst class is: 3. (4) Reactant: [CH3:1][O:2][C:3]1[CH:4]=[C:5]([CH:11]=[C:12]([C:14]2[NH:35][C:17]3=[N:18][C:19]([N:22]4[CH2:27][CH2:26][CH2:25][C@@H:24]([C:28]([N:30]5[CH2:34][CH2:33][CH2:32][CH2:31]5)=[O:29])[CH2:23]4)=[CH:20][CH:21]=[C:16]3[N:15]=2)[N:13]=1)[C:6]([O:8]CC)=[O:7].[OH-].[Li+]. Product: [CH3:1][O:2][C:3]1[CH:4]=[C:5]([CH:11]=[C:12]([C:14]2[NH:35][C:17]3=[N:18][C:19]([N:22]4[CH2:27][CH2:26][CH2:25][C@@H:24]([C:28]([N:30]5[CH2:34][CH2:33][CH2:32][CH2:31]5)=[O:29])[CH2:23]4)=[CH:20][CH:21]=[C:16]3[N:15]=2)[N:13]=1)[C:6]([OH:8])=[O:7]. The catalyst class is: 193. (5) Reactant: C(O[C:4]([C:6]1[CH:7]=[C:8]2[C:12](=[CH:13][CH:14]=1)[NH:11][N:10]=[C:9]2[C:15]1[CH:20]=[CH:19][C:18]([F:21])=[CH:17][CH:16]=1)=[NH:5])C.[NH2:22][NH:23][C:24](=O)[CH2:25][O:26][CH2:27][C:28]1[CH:33]=[CH:32][CH:31]=[CH:30][CH:29]=1.C[O-].[Na+]. Product: [F:21][C:18]1[CH:17]=[CH:16][C:15]([C:9]2[C:8]3[C:12](=[CH:13][CH:14]=[C:6]([C:4]4[NH:22][N:23]=[C:24]([CH2:25][O:26][CH2:27][C:28]5[CH:33]=[CH:32][CH:31]=[CH:30][CH:29]=5)[N:5]=4)[CH:7]=3)[NH:11][N:10]=2)=[CH:20][CH:19]=1. The catalyst class is: 5. (6) The catalyst class is: 2. Reactant: [CH:1]([C:4]1[CH:8]=[C:7]([NH:9][C:10]2[C:11]3[CH2:38][CH2:37][CH2:36][C:12]=3[N:13]=[C:14]([N:16]3[CH2:20][CH2:19][CH2:18][CH:17]3[C:21]([NH:23][C@H:24]3[CH2:28][CH2:27][N:26](C(OC(C)(C)C)=O)[CH2:25]3)=[O:22])[N:15]=2)[NH:6][N:5]=1)([CH3:3])[CH3:2].C(O)(C(F)(F)F)=O. Product: [CH:1]([C:4]1[CH:8]=[C:7]([NH:9][C:10]2[C:11]3[CH2:38][CH2:37][CH2:36][C:12]=3[N:13]=[C:14]([N:16]3[CH2:20][CH2:19][CH2:18][C@@H:17]3[C:21]([NH:23][C@H:24]3[CH2:28][CH2:27][NH:26][CH2:25]3)=[O:22])[N:15]=2)[NH:6][N:5]=1)([CH3:3])[CH3:2]. (7) Reactant: C(OC([NH:11][C:12]1[C:13]([C:23]([NH:25][C:26]2[CH:27]=[N:28][CH:29]=[CH:30][C:31]=2[N:32]2[CH2:37][CH2:36][CH2:35][C@H:34]([NH:38]C(=O)OCC3C=CC=CC=3)[CH2:33]2)=[O:24])=[N:14][C:15]2[C:20]([CH:21]=1)=[CH:19][CH:18]=[C:17](Br)[CH:16]=2)=O)C1C=CC=CC=1. Product: [NH2:11][C:12]1[C:13]([C:23]([NH:25][C:26]2[CH:27]=[N:28][CH:29]=[CH:30][C:31]=2[N:32]2[CH2:37][CH2:36][CH2:35][C@H:34]([NH2:38])[CH2:33]2)=[O:24])=[N:14][C:15]2[C:20]([CH:21]=1)=[CH:19][CH:18]=[CH:17][CH:16]=2. The catalyst class is: 19. (8) Reactant: [NH2:1][CH2:2][C:3]1([C:16](=[O:28])[NH:17][C:18]2[CH:23]=[C:22]([C:24]([F:27])([F:26])[F:25])[CH:21]=[CH:20][N:19]=2)[CH2:8][CH2:7][N:6]([C:9]([O:11][C:12]([CH3:15])([CH3:14])[CH3:13])=[O:10])[CH2:5][CH2:4]1.[C:29](=N)([C:36]1[CH:41]=[CH:40][CH:39]=[CH:38][CH:37]=1)[C:30]1[CH:35]=[CH:34][CH:33]=[CH:32][CH:31]=1.C1(C)C=CC(S(O)(=O)=O)=CC=1. Product: [C:30]1([C:29](=[N:1][CH2:2][C:3]2([C:16](=[O:28])[NH:17][C:18]3[CH:23]=[C:22]([C:24]([F:27])([F:25])[F:26])[CH:21]=[CH:20][N:19]=3)[CH2:4][CH2:5][N:6]([C:9]([O:11][C:12]([CH3:15])([CH3:14])[CH3:13])=[O:10])[CH2:7][CH2:8]2)[C:36]2[CH:37]=[CH:38][CH:39]=[CH:40][CH:41]=2)[CH:35]=[CH:34][CH:33]=[CH:32][CH:31]=1. The catalyst class is: 2. (9) Reactant: CC(NC(C)C)C.[Li]CCCC.[CH2:13]([C:15]1[CH:20]=[CH:19][C:18]([C:21]2[C:25]([C:26]([O:28][CH2:29][CH3:30])=[O:27])=[CH:24][S:23][N:22]=2)=[CH:17][CH:16]=1)[CH3:14].[I:31]I. Product: [CH2:13]([C:15]1[CH:16]=[CH:17][C:18]([C:21]2[C:25]([C:26]([O:28][CH2:29][CH3:30])=[O:27])=[C:24]([I:31])[S:23][N:22]=2)=[CH:19][CH:20]=1)[CH3:14]. The catalyst class is: 7.